From a dataset of Catalyst prediction with 721,799 reactions and 888 catalyst types from USPTO. Predict which catalyst facilitates the given reaction. (1) Reactant: [OH-].[Li+].[C:3]([NH:7][S:8]([C:11]1[CH:16]=[CH:15][CH:14]=[CH:13][C:12]=1[C:17]1[CH:22]=[CH:21][C:20]([NH:23][C:24](=[O:29])[C:25]([O:27]C)=[O:26])=[CH:19][CH:18]=1)(=[O:10])=[O:9])([CH3:6])([CH3:5])[CH3:4].Cl. Product: [C:3]([NH:7][S:8]([C:11]1[CH:16]=[CH:15][CH:14]=[CH:13][C:12]=1[C:17]1[CH:18]=[CH:19][C:20]([NH:23][C:24](=[O:29])[C:25]([OH:27])=[O:26])=[CH:21][CH:22]=1)(=[O:10])=[O:9])([CH3:6])([CH3:4])[CH3:5]. The catalyst class is: 72. (2) Reactant: [Br:1][CH2:2][CH2:3][OH:4].[O:5]1[CH:10]=[CH:9][CH2:8][CH2:7][CH2:6]1.CC1C=CC(S(O)(=O)=O)=CC=1. Product: [Br:1][CH2:2][CH2:3][O:4][CH:6]1[CH2:7][CH2:8][CH2:9][CH2:10][O:5]1. The catalyst class is: 34.